Dataset: Experimentally validated miRNA-target interactions with 360,000+ pairs, plus equal number of negative samples. Task: Binary Classification. Given a miRNA mature sequence and a target amino acid sequence, predict their likelihood of interaction. (1) The miRNA is hsa-miR-1249-5p with sequence AGGAGGGAGGAGAUGGGCCAAGUU. The protein sequence of the target gene is MEFKLEAHRIVSISLGKIYNSRVQRGGIKLHKNLLVSLVLRSARQVYLSDPCPGLYLAGPAGTPAPPPQQQPGEPAAGPPAGWGEPPPPAARASWPETEPQPERSSVSDAPRVGDEVPVATVTGVGDVFQGGEADATEAAWSRVEGPRQAAAREAEGTAGGWGVFPEVSRAARRPCGCPLGGEDPPGTPAATPRAACCCAPQPAEDEPPAPPAVCPRKRCAAGVGGGPAGCPAPGSTPLKKPRRNLEQPPSGGEDDDAEEMETGNVANLISIFGSSFSGLLRKSPGGGREEEEGEESGPE.... Result: 1 (interaction). (2) The protein sequence of the target gene is MNSPGGRGKKKGSGGASNPVPPRPPPPCLAPAPPAAGPAPPPESPHKRNLYYFSYPLFVGFALLRLVAFHLGLLFVWLCQRFSRALMAAKRSSGAAPAPASASAPAPVPGGEAERVRVFHKQAFEYISIALRIDEDEKAGQKEQAVEWYKKGIEELEKGIAVIVTGQGEQCERARRLQAKMMTNLVMAKDRLQLLEKMQPVLPFSKSQTDVYNDSTNLACRNGHLQSESGAVPKRKDPLTHTSNSLPRSKTVMKTGSAGLSGHHRAPSYSGLSMVSGVKQGSGPAPTTHKGTPKTNRTNK.... Result: 1 (interaction). The miRNA is hsa-miR-6893-5p with sequence CAGGCAGGUGUAGGGUGGAGC. (3) The miRNA is mmu-miR-7217-5p with sequence AACUUGUAUCUUGUGAGACAGAAGG. The protein sequence of the target gene is MSGEMDKPLISRRLVDSDGSLAEVPKEAPKVGILGSGDFARSLATRLVGSGFSVVVGSRNPKRTAGLFPSLAQVTFQEEAVSSPEVIFVAVFREHYSSLCSLADQLAGKILVDVSNPTEKEHLQHRQSNAEYLASLFPACTVVKAFNVISAWALQAGPRDGNRQVLICSDQPEAKRTISEMARAMGFTPLDMGSLASAREVEAIPLRLLPSWKVPTLLALGLFVCFYTYNFIRDVLQPYIRKDENKFYKMPLSVVNTTLPCVAYVLLSLVYLPGVLAAALQLRRGTKYQRFPDWLDHWLQ.... Result: 0 (no interaction). (4) The miRNA is hsa-miR-539-5p with sequence GGAGAAAUUAUCCUUGGUGUGU. The protein sequence of the target gene is MAGLGLGSAVPVWLAEDDLGCIICQGLLDWPATLPCGHSFCRHCLEALWGARDARRWACPTCRQGAAQQPHLRKNTLLQDLADKYRRAAREIQAGSDPAHCPCPGSSSLSSAAARPRRRPELQRVAVEKSITEVAQELTELVEHLVDIVRSLQNQRPLSESGPDNELSILGKAFSSGVDLSMASPKLVTSDTAAGKIRDILHDLEEIQEKLQESVTWKEAPEAQMQGELLEAPSSSSCPLPDQSHPALRRASRFAQWAIHPTFNLKSLSCSLEVSKDSRTVTVSHRPQPYRWSCERFSTS.... Result: 0 (no interaction).